Dataset: Forward reaction prediction with 1.9M reactions from USPTO patents (1976-2016). Task: Predict the product of the given reaction. Given the reactants [CH2:1]([C:3]1[CH:4]=[C:5]([CH3:24])[C:6]([N:9]2[CH2:14][CH2:13][N:12]([C:15]([C:17]3[CH:22]=[CH:21][C:20](I)=[CH:19][CH:18]=3)=[O:16])[CH2:11][CH2:10]2)=[N:7][CH:8]=1)[CH3:2].[S:25]1(=[O:32])(=[O:31])[CH2:30][CH2:29][CH2:28][CH2:27][NH:26]1, predict the reaction product. The product is: [O:31]=[S:25]1(=[O:32])[CH2:30][CH2:29][CH2:28][CH2:27][N:26]1[C:20]1[CH:21]=[CH:22][C:17]([C:15]([N:12]2[CH2:13][CH2:14][N:9]([C:6]3[C:5]([CH3:24])=[CH:4][C:3]([CH2:1][CH3:2])=[CH:8][N:7]=3)[CH2:10][CH2:11]2)=[O:16])=[CH:18][CH:19]=1.